From a dataset of Reaction yield outcomes from USPTO patents with 853,638 reactions. Predict the reaction yield, written as a fraction of the theoretical maximum amount of product (1.0 means a 100% yield; for example, 0.34 means a 34% yield). (1) The reactants are Cl.[F:2][C:3]1[CH:16]=[CH:15][C:6]([C:7]([CH:9]2[CH2:14][CH2:13][NH:12][CH2:11][CH2:10]2)=[O:8])=[CH:5][CH:4]=1.[C:17]([NH:24][CH2:25][CH2:26][CH2:27][CH2:28]Br)([O:19][C:20]([CH3:23])([CH3:22])[CH3:21])=[O:18].[I-].[Na+].O. The catalyst is C(#N)C. The product is [C:20]([O:19][C:17](=[O:18])[NH:24][CH2:25][CH2:26][CH2:27][CH2:28][N:12]1[CH2:13][CH2:14][CH:9]([C:7](=[O:8])[C:6]2[CH:5]=[CH:4][C:3]([F:2])=[CH:16][CH:15]=2)[CH2:10][CH2:11]1)([CH3:23])([CH3:22])[CH3:21]. The yield is 1.00. (2) The reactants are [C:1]([NH:4][CH2:5][C@@H:6]1[O:10][C:9](=[O:11])[N:8]([C:12]2[CH:13]=[C:14]3[C:19](=[CH:20][CH:21]=2)[CH2:18][N:17](C(OCC2C=CC=CC=2)=O)[CH2:16][CH2:15]3)[CH2:7]1)(=[O:3])[CH3:2]. The catalyst is CO.C1COCC1.[OH-].[OH-].[Pd+2]. The product is [CH2:18]1[C:19]2[C:14](=[CH:13][C:12]([N:8]3[CH2:7][C@H:6]([CH2:5][NH:4][C:1](=[O:3])[CH3:2])[O:10][C:9]3=[O:11])=[CH:21][CH:20]=2)[CH2:15][CH2:16][NH:17]1. The yield is 1.00. (3) The reactants are Br[C:2]1[C:3]([O:9][CH3:10])=[N:4][CH:5]=[C:6]([Cl:8])[CH:7]=1.[CH3:11][C:12]1([CH3:28])[C:16]([CH3:18])([CH3:17])[O:15][B:14]([B:14]2[O:15][C:16]([CH3:18])([CH3:17])[C:12]([CH3:28])([CH3:11])[O:13]2)[O:13]1.C([O-])(=O)C.[K+]. The catalyst is C1C=CC(P(C2C=CC=CC=2)[C-]2C=CC=C2)=CC=1.C1C=CC(P(C2C=CC=CC=2)[C-]2C=CC=C2)=CC=1.Cl[Pd]Cl.[Fe+2]. The product is [Cl:8][C:6]1[CH:7]=[C:2]([B:14]2[O:15][C:16]([CH3:18])([CH3:17])[C:12]([CH3:28])([CH3:11])[O:13]2)[C:3]([O:9][CH3:10])=[N:4][CH:5]=1. The yield is 0.600. (4) The reactants are Cl[C:2]1[CH:7]=[C:6]([NH:8][C:9]2[CH:19]=[CH:18][CH:17]=[CH:16][C:10]=2[C:11]([NH:13]OC)=[O:12])[C:5]([CH:20]2[CH2:22][CH2:21]2)=[CH:4][N:3]=1.[CH3:23][O:24][C:25]1[CH:30]=[C:29]([N:31]2[CH2:36][CH2:35][O:34][CH2:33][CH2:32]2)[CH:28]=[CH:27][C:26]=1[NH2:37].[C:38]([O-])([O-])=O.[Cs+].[Cs+].CC1(C)C2C(=C(P(C3C=CC=CC=3)C3C=CC=CC=3)C=CC=2)OC2C(P(C3C=CC=CC=3)C3C=CC=CC=3)=CC=CC1=2. The catalyst is C1C=CC(/C=C/C(/C=C/C2C=CC=CC=2)=O)=CC=1.C1C=CC(/C=C/C(/C=C/C2C=CC=CC=2)=O)=CC=1.C1C=CC(/C=C/C(/C=C/C2C=CC=CC=2)=O)=CC=1.[Pd].[Pd].O1CCOCC1. The product is [CH:20]1([C:5]2[C:6]([NH:8][C:9]3[CH:19]=[CH:18][CH:17]=[CH:16][C:10]=3[C:11]([NH:13][CH3:38])=[O:12])=[CH:7][C:2]([NH:37][C:26]3[CH:27]=[CH:28][C:29]([N:31]4[CH2:32][CH2:33][O:34][CH2:35][CH2:36]4)=[CH:30][C:25]=3[O:24][CH3:23])=[N:3][CH:4]=2)[CH2:21][CH2:22]1. The yield is 0.0600. (5) The reactants are [CH3:1][N:2]1[C:10]2[C:5](=[CH:6][CH:7]=[CH:8][CH:9]=2)[C:4](=O)[C:3]1=[O:12]. The catalyst is O.NN. The product is [CH3:1][N:2]1[C:10]2[C:5](=[CH:6][CH:7]=[CH:8][CH:9]=2)[CH2:4][C:3]1=[O:12]. The yield is 0.960. (6) The product is [C:55](=[O:56])([OH:8])[OH:57].[CH2:73]([OH:74])[C@H:71]([C@H:69]([C@@H:67]([C@@H:65]([CH2:64][OH:75])[OH:66])[OH:68])[OH:70])[OH:72]. The reactants are CC1C(=[O:8])[C@@H](O)CC(C)(C)C=1/C=C/C(/C)=C/C=C/C(/C)=C/C=C/C=C(\C)/C=C/C=C(\C)/C=C/C1C(C)(C)C[C@H](O)C(=O)C=1C.CCN(C(C)C)C(C)C.Cl[C:55]([O:57]C(Cl)C(Cl)(Cl)Cl)=[O:56].[CH2:64]([OH:75])[C@H:65]([C@H:67]([C@@H:69]([C@@H:71]([CH2:73][OH:74])[OH:72])[OH:70])[OH:68])[OH:66]. The yield is 0.102. The catalyst is C(Cl)Cl.CN(C1C=CN=CC=1)C.CN(C=O)C.